From a dataset of Forward reaction prediction with 1.9M reactions from USPTO patents (1976-2016). Predict the product of the given reaction. Given the reactants [F:1][C:2]1[CH:11]=[C:10]2[C:5]([C:6]([CH2:13][C:14]3[N:18]([CH3:19])[N:17]=[CH:16][N:15]=3)=[N:7][NH:8][C:9]2=[O:12])=[C:4]([NH:20]/[N:21]=[CH:22]/[C:23]2[CH:28]=[CH:27][C:26]([F:29])=[CH:25][CH:24]=2)[CH:3]=1.C([O-])([O-])=O.[Cs+].[Cs+].[CH3:36][C:37]([O:40][C:41](O[C:41]([O:40][C:37]([CH3:39])([CH3:38])[CH3:36])=[O:42])=[O:42])([CH3:39])[CH3:38], predict the reaction product. The product is: [F:1][C:2]1[CH:3]=[C:4]2[NH:20][N:21]([C:41]([O:40][C:37]([CH3:39])([CH3:38])[CH3:36])=[O:42])[CH:22]([C:23]3[CH:28]=[CH:27][C:26]([F:29])=[CH:25][CH:24]=3)[CH:13]([C:14]3[N:18]([CH3:19])[N:17]=[CH:16][N:15]=3)[C:6]3=[N:7][NH:8][C:9](=[O:12])[C:10]([CH:11]=1)=[C:5]23.